Dataset: Catalyst prediction with 721,799 reactions and 888 catalyst types from USPTO. Task: Predict which catalyst facilitates the given reaction. (1) Reactant: [CH3:1][O:2][C:3]1[C:8]([C:9]([F:12])([F:11])[F:10])=[CH:7][CH:6]=[CH:5][N:4]=1.[Br:13]N1C(C)(C)C(=O)N(Br)C1=O.C(OC(=O)C)C.CCCCCCC. Product: [Br:13][C:6]1[CH:7]=[C:8]([C:9]([F:12])([F:10])[F:11])[C:3]([O:2][CH3:1])=[N:4][CH:5]=1. The catalyst class is: 67. (2) Reactant: [CH3:1][S:2][C:3]1[N:10]2[C:6]([S:7][C:8]([C:11]3[CH2:12][C@@H:13]4[C@@H:30]([C@H:31]([OH:33])[CH3:32])[C:29](=[O:34])[N:14]4[C:15]=3[C:16]([O:18][CH2:19][C:20]3[CH:25]=[CH:24][C:23]([N+:26]([O-:28])=[O:27])=[CH:22][CH:21]=3)=[O:17])=[CH:9]2)=[C:5]([S:35][CH3:36])[N:4]=1.[F:37][C:38]([F:45])([F:44])[S:39]([O:42]C)(=[O:41])=[O:40].[CH3:46]CCCCC. Product: [F:37][C:38]([F:45])([F:44])[S:39]([O-:42])(=[O:41])=[O:40].[CH3:1][S:2][C:3]1[N:4]([CH3:46])[C:5]([S:35][CH3:36])=[C:6]2[N+:10]=1[CH:9]=[C:8]([C:11]1[CH2:12][C@@H:13]3[C@@H:30]([C@H:31]([OH:33])[CH3:32])[C:29](=[O:34])[N:14]3[C:15]=1[C:16]([O:18][CH2:19][C:20]1[CH:21]=[CH:22][C:23]([N+:26]([O-:28])=[O:27])=[CH:24][CH:25]=1)=[O:17])[S:7]2. The catalyst class is: 4. (3) Reactant: [CH3:1][O:2][C:3]1[CH:4]=[C:5]([C:11]2[C:12]([CH3:33])([CH3:32])[C:13](=[O:31])[N:14]([CH:16]3[CH2:21][CH2:20][N:19]([C:22]([C:24]4[CH:29]=[CH:28][CH:27]=[CH:26][C:25]=4[OH:30])=[O:23])[CH2:18][CH2:17]3)[N:15]=2)[CH:6]=[CH:7][C:8]=1[O:9][CH3:10].C(=O)([O-])[O-].[K+].[K+].Cl[CH2:41][C:42]([NH2:44])=[O:43]. Product: [CH3:1][O:2][C:3]1[CH:4]=[C:5]([C:11]2[C:12]([CH3:33])([CH3:32])[C:13](=[O:31])[N:14]([CH:16]3[CH2:21][CH2:20][N:19]([C:22]([C:24]4[CH:29]=[CH:28][CH:27]=[CH:26][C:25]=4[O:30][CH2:41][C:42]([NH2:44])=[O:43])=[O:23])[CH2:18][CH2:17]3)[N:15]=2)[CH:6]=[CH:7][C:8]=1[O:9][CH3:10]. The catalyst class is: 10.